Dataset: Experimentally validated miRNA-target interactions with 360,000+ pairs, plus equal number of negative samples. Task: Binary Classification. Given a miRNA mature sequence and a target amino acid sequence, predict their likelihood of interaction. The miRNA is hsa-let-7b-5p with sequence UGAGGUAGUAGGUUGUGUGGUU. The protein sequence of the target gene is MGQEPRTLPPSPNWYCARCSDAVPGGLFGFAARTSVFLVRVGPGAGESPGTPPFRVIGELVGHTERVSGFTFSHHPGQYNLCATSSDDGTVKIWDVETKTVVTEHALHQHTISTLHWSPRVKDLIVSGDEKGVVFCYWFNRNDSQHLFIEPRTIFCLTCSPHHEDLVAIGYKDGIVVIIDISKKGEVIHRLRGHDDEIHSIAWCPLPGEDCLSINQEETSEEAEITNGNAVAQAPVTKGCYLATGSKDQTIRIWSCSRGRGVMILKLPFLKRRGGGIDPTVKERLWLTLHWPSNQPTQLV.... Result: 1 (interaction).